From a dataset of Full USPTO retrosynthesis dataset with 1.9M reactions from patents (1976-2016). Predict the reactants needed to synthesize the given product. (1) Given the product [CH2:1]([NH:4][C:13](=[O:14])[O:15][CH2:16][C:17]1[CH:22]=[CH:21][CH:20]=[CH:19][CH:18]=1)[CH2:2][CH3:3], predict the reactants needed to synthesize it. The reactants are: [CH2:1]([NH2:4])[CH2:2][CH3:3].C(N(CC)CC)C.Cl[C:13]([O:15][CH2:16][C:17]1[CH:22]=[CH:21][CH:20]=[CH:19][CH:18]=1)=[O:14]. (2) Given the product [CH2:64]([O:71][C:72]([C@H:73]([N:75]1[C:80](=[O:81])[C@@H:90]([OH:22])[C@@H:89]([OH:93])[CH2:92][O:76]1)[CH3:74])=[O:82])[C:65]1[CH:70]=[CH:69][CH:68]=[CH:67][CH:66]=1, predict the reactants needed to synthesize it. The reactants are: CC[C@@H]1[C@@H]2C[C@H]([C@@H](OC3C4C(=CC=CC=4)C(O[C@@H](C4C=CN=C5C=4C=C(OC)C=C5)[C@@H]4N5C[C@H](CC)[C@@H](CC5)C4)=NN=3)C3C=CN=C4C=3C=C([O:22]C)C=C4)N(CC2)C1.CS(N)(=O)=O.[CH2:64]([O:71][C:72](=[O:82])[C@H:73]([N:75]1[C:80](=[O:81])C=CC[O:76]1)[CH3:74])[C:65]1[CH:70]=[CH:69][CH:68]=[CH:67][CH:66]=1.S([O-])([O-])=O.[Na+].[Na+].[C:89]([OH:93])([CH3:92])(C)[CH3:90]. (3) Given the product [C:18]([O:17][C:15](=[O:16])[NH:5][O:6][CH2:27][CH2:28][Br:1])([CH3:19])([CH3:20])[CH3:21], predict the reactants needed to synthesize it. The reactants are: [BrH:1].BrCC[NH:5][OH:6].[C:15](O[C:15]([O:17][C:18]([CH3:21])([CH3:20])[CH3:19])=[O:16])([O:17][C:18]([CH3:21])([CH3:20])[CH3:19])=[O:16].CCN([CH2:27][CH3:28])CC. (4) Given the product [Si:1]([O:8][C@H:9]1[CH2:14][CH2:13][C@@H:12]([OH:15])[C@H:11]([C:16]2[N:20]([CH3:21])[N:19]=[CH:18][CH:17]=2)[CH2:10]1)([C:4]([CH3:7])([CH3:5])[CH3:6])([CH3:2])[CH3:3], predict the reactants needed to synthesize it. The reactants are: [Si:1]([O:8][C@@H:9]1[CH2:14][CH2:13][C@H:12]([OH:15])[C@@H:11]([C:16]2[N:20]([CH3:21])[N:19]=[CH:18][CH:17]=2)[CH2:10]1)([C:4]([CH3:7])([CH3:6])[CH3:5])([CH3:3])[CH3:2]. (5) Given the product [CH3:10][O:11][C:12]([N:14]([C:30]1[C:39]([C:40]([O:42][CH3:43])=[O:41])=[C:38]2[C:33]([CH:34]3[CH2:44][CH:35]3[CH2:36][O:37]2)=[CH:32][CH:31]=1)[S:15]([C:18]1[CH:23]=[CH:22][C:21]([F:24])=[CH:20][C:19]=1/[CH:25]=[CH:26]\[CH2:27][CH2:28][N:48]([CH2:49][CH3:50])[CH2:45][CH3:46])(=[O:17])=[O:16])=[O:13], predict the reactants needed to synthesize it. The reactants are: CS(OS(C)(=O)=O)(=O)=O.[CH3:10][O:11][C:12]([N:14]([C:30]1[C:39]([C:40]([O:42][CH3:43])=[O:41])=[C:38]2[C:33]([CH:34]3[CH2:44][CH:35]3[CH2:36][O:37]2)=[CH:32][CH:31]=1)[S:15]([C:18]1[CH:23]=[CH:22][C:21]([F:24])=[CH:20][C:19]=1/[CH:25]=[CH:26]\[CH2:27][CH2:28]O)(=[O:17])=[O:16])=[O:13].[CH:45]([N:48](C(C)C)[CH2:49][CH3:50])(C)[CH3:46].C(NCC)C.